Task: Predict the product of the given reaction.. Dataset: Forward reaction prediction with 1.9M reactions from USPTO patents (1976-2016) (1) Given the reactants C(OC([N:8]1[C@H:12]([C:13](=[O:44])[NH:14][C@:15]2([C:20]([NH:22][S:23]([C:26]3[CH:31]=[CH:30][CH:29]=[CH:28][C:27]=3[NH:32][CH2:33][CH2:34][O:35][CH2:36][CH2:37][O:38][CH2:39][CH2:40][C:41]([OH:43])=[O:42])(=[O:25])=[O:24])=[O:21])[CH2:17][C@H:16]2[CH:18]=[CH2:19])[CH2:11][C@@H:10]([O:45][C:46]([N:48]2[CH2:56][C:55]3[C:50](=[CH:51][CH:52]=[CH:53][C:54]=3[F:57])[CH2:49]2)=[O:47])[CH2:9]1)=O)(C)(C)C.C(O)(C(F)(F)F)=O, predict the reaction product. The product is: [C:41]([CH2:40][CH2:39][O:38][CH2:37][CH2:36][O:35][CH2:34][CH2:33][NH:32][C:27]1[CH:28]=[CH:29][CH:30]=[CH:31][C:26]=1[S:23]([NH:22][C:20]([C@@:15]1([NH:14][C:13]([C@H:12]2[NH:8][CH2:9][C@H:10]([O:45][C:46]([N:48]3[CH2:56][C:55]4[C:50](=[CH:51][CH:52]=[CH:53][C:54]=4[F:57])[CH2:49]3)=[O:47])[CH2:11]2)=[O:44])[CH2:17][C@H:16]1[CH:18]=[CH2:19])=[O:21])(=[O:25])=[O:24])([OH:43])=[O:42]. (2) Given the reactants [Cl:1][C:2]1[CH:7]=[CH:6][C:5]([C:8]2[CH:12]=[C:11]([C:13]([F:16])([F:15])[F:14])[NH:10][C:9]=2[C:17]([O:19][CH2:20][CH3:21])=[O:18])=[C:4]([F:22])[CH:3]=1.C([O-])([O-])=O.[K+].[K+].[CH2:29](Br)[C:30]1[CH:35]=[CH:34][CH:33]=[CH:32][CH:31]=1, predict the reaction product. The product is: [CH2:29]([N:10]1[C:11]([C:13]([F:16])([F:15])[F:14])=[CH:12][C:8]([C:5]2[CH:6]=[CH:7][C:2]([Cl:1])=[CH:3][C:4]=2[F:22])=[C:9]1[C:17]([O:19][CH2:20][CH3:21])=[O:18])[C:30]1[CH:35]=[CH:34][CH:33]=[CH:32][CH:31]=1. (3) The product is: [NH2:1][C:2]1[N:7]=[C:6]([NH2:8])[C:5]([C:13]#[C:12][CH:11]([C:14]2[CH:19]=[C:18]([O:20][CH3:21])[C:17]([O:22][CH3:23])=[C:16]([O:24][CH3:25])[CH:15]=2)[CH3:10])=[CH:4][N:3]=1. Given the reactants [NH2:1][C:2]1[N:7]=[C:6]([NH2:8])[C:5](I)=[CH:4][N:3]=1.[CH3:10][CH:11]([C:14]1[CH:15]=[C:16]([O:24][CH3:25])[C:17]([O:22][CH3:23])=[C:18]([O:20][CH3:21])[CH:19]=1)[C:12]#[CH:13], predict the reaction product.